From a dataset of Forward reaction prediction with 1.9M reactions from USPTO patents (1976-2016). Predict the product of the given reaction. (1) Given the reactants [O:1]1[C:5]2[CH:6]=[CH:7][CH:8]=[CH:9][C:4]=2[N:3]=[C:2]1[N:10]([CH2:23][C:24]1[CH:29]=[CH:28][CH:27]=[C:26]([O:30][Si](C(C)(C)C)(C)C)[CH:25]=1)[CH2:11][CH2:12][CH2:13][O:14][C:15]1[CH:20]=[CH:19][C:18]([O:21][CH3:22])=[CH:17][CH:16]=1.C(=O)([O-])[O-].[Cs+].[Cs+], predict the reaction product. The product is: [O:1]1[C:5]2[CH:6]=[CH:7][CH:8]=[CH:9][C:4]=2[N:3]=[C:2]1[N:10]([CH2:23][C:24]1[CH:29]=[CH:28][CH:27]=[C:26]([OH:30])[CH:25]=1)[CH2:11][CH2:12][CH2:13][O:14][C:15]1[CH:20]=[CH:19][C:18]([O:21][CH3:22])=[CH:17][CH:16]=1. (2) Given the reactants Br[CH:2]([CH3:11])[CH2:3][C:4]([O:6][C:7]([CH3:10])([CH3:9])[CH3:8])=[O:5].[OH:12][CH2:13][C:14]1[CH:19]=[C:18]([O:20][CH2:21][CH2:22][NH:23]S(C2C=CC=CC=2[N+]([O-])=O)(=O)=O)[CH:17]=[C:16]([CH2:36][OH:37])[N:15]=1, predict the reaction product. The product is: [OH:12][CH2:13][C:14]1[CH:19]=[C:18]([O:20][CH2:21][CH2:22][NH:23][CH:2]([CH3:11])[CH2:3][C:4]([O:6][C:7]([CH3:10])([CH3:9])[CH3:8])=[O:5])[CH:17]=[C:16]([CH2:36][OH:37])[N:15]=1. (3) Given the reactants [OH:1][CH:2]([CH3:6])[C:3](O)=[O:4].[NH2:7][C:8]1[CH:13]=[CH:12][C:11]([CH3:14])=[CH:10][N:9]=1, predict the reaction product. The product is: [OH:1][CH:2]([CH3:6])[C:3]([NH:7][C:8]1[CH:13]=[CH:12][C:11]([CH3:14])=[CH:10][N:9]=1)=[O:4]. (4) Given the reactants [O:1]([C:8]1[CH:13]=[CH:12][C:11]([C:14]2[N:22]=[C:21]([N:23]3[CH2:28][CH2:27][NH:26][CH2:25][CH2:24]3)[CH:20]=[CH:19][C:15]=2[C:16]([NH2:18])=[O:17])=[CH:10][CH:9]=1)[C:2]1[CH:7]=[CH:6][CH:5]=[CH:4][CH:3]=1.[O:29](C1C=CC(C2C(C(N)=O)=CN=C(C3CCNC3)N=2)=CC=1)[C:30]1C=CC=C[CH:31]=1.CN(C(ON1N=NC2C=CC=NC1=2)=[N+](C)C)C.F[P-](F)(F)(F)(F)F.C[CH2:81][N:82]([CH:86](C)C)[CH:83]([CH3:85])C, predict the reaction product. The product is: [CH3:86][N:82]([CH3:81])[CH2:83]/[CH:85]=[CH:31]/[C:30]([N:26]1[CH2:27][CH2:28][N:23]([C:21]2[CH:20]=[CH:19][C:15]([C:16]([NH2:18])=[O:17])=[C:14]([C:11]3[CH:10]=[CH:9][C:8]([O:1][C:2]4[CH:3]=[CH:4][CH:5]=[CH:6][CH:7]=4)=[CH:13][CH:12]=3)[N:22]=2)[CH2:24][CH2:25]1)=[O:29]. (5) The product is: [CH3:41][C@H:31]([NH:30][C:28]([C:27]1[C:21]2[C:22](=[N:23][CH:24]=[C:19]([CH:16]3[CH2:17][CH2:18]3)[N:20]=2)[N:25]([CH2:42][O:43][CH2:44][CH2:45][Si:46]([CH3:49])([CH3:48])[CH3:47])[CH:26]=1)=[O:29])[C:32]([CH3:39])([CH3:40])[CH2:33][S:2][CH3:1]. Given the reactants [CH3:1][S-:2].[Na+].O.C(OCC)(=O)C.C(=O)(O)[O-].[Na+].[CH:16]1([C:19]2[N:20]=[C:21]3[C:27]([C:28]([NH:30][C@@H:31]([CH3:41])[C:32]([CH3:40])([CH3:39])[CH2:33]OS(C)(=O)=O)=[O:29])=[CH:26][N:25]([CH2:42][O:43][CH2:44][CH2:45][Si:46]([CH3:49])([CH3:48])[CH3:47])[C:22]3=[N:23][CH:24]=2)[CH2:18][CH2:17]1, predict the reaction product. (6) Given the reactants C[O:2][C:3]1[CH:8]=[CH:7][CH:6]=[C:5]([O:9]C)[C:4]=1[C:11]1[C:12]2[NH:16][C:15]([C:17]([C:55]3[C:60]([O:61]C)=[CH:59][CH:58]=[CH:57][C:56]=3[O:63]C)=[C:18]3[N:54]=[C:21]([C:22]([C:44]4[C:49]([O:50]C)=[CH:48][CH:47]=[CH:46][C:45]=4[O:52]C)=[C:23]4[NH:43][C:26](=[C:27]([C:33]5[C:38]([O:39]C)=[CH:37][CH:36]=[CH:35][C:34]=5[O:41]C)[C:28]5[CH:29]=[CH:30][C:31]=1[N:32]=5)[CH:25]=[CH:24]4)[CH:20]=[CH:19]3)=[CH:14][CH:13]=2.B(Br)(Br)Br.C(OCC)(=O)C, predict the reaction product. The product is: [OH:2][C:3]1[CH:8]=[CH:7][CH:6]=[C:5]([OH:9])[C:4]=1[C:11]1[C:12]2[NH:16][C:15]([C:17]([C:55]3[C:56]([OH:63])=[CH:57][CH:58]=[CH:59][C:60]=3[OH:61])=[C:18]3[N:54]=[C:21]([C:22]([C:44]4[C:49]([OH:50])=[CH:48][CH:47]=[CH:46][C:45]=4[OH:52])=[C:23]4[NH:43][C:26](=[C:27]([C:33]5[C:34]([OH:41])=[CH:35][CH:36]=[CH:37][C:38]=5[OH:39])[C:28]5[CH:29]=[CH:30][C:31]=1[N:32]=5)[CH:25]=[CH:24]4)[CH:20]=[CH:19]3)=[CH:14][CH:13]=2. (7) Given the reactants [C:1]([O:4][C@H:5]1[CH2:10][CH2:9][C@H:8]2[C@H:11]3[C@H:21]([CH2:22][CH2:23][C@:6]12[CH3:7])[C@:19]1([CH3:20])[C:14](=[CH:15][C:16](=[O:24])[CH2:17][CH2:18]1)[C:13](=[CH2:25])[CH2:12]3)(=[O:3])[CH3:2].C1(Cl)C(=O)C(Cl)=C(Cl)C(=O)C=1Cl.FC(F)(F)S(O)(=O)=O.FC(F)(F)C(=N[Si](C)(C)C)O[Si](C)(C)C, predict the reaction product. The product is: [C:1]([O:4][C@H:5]1[CH2:10][CH2:9][C@H:8]2[C@H:11]3[C@H:21]([CH2:22][CH2:23][C@:6]12[CH3:7])[C@:19]1([CH3:20])[C:14](=[CH:15][C:16](=[O:24])[CH:17]=[CH:18]1)[C:13](=[CH2:25])[CH2:12]3)(=[O:3])[CH3:2]. (8) Given the reactants C[C:2]1([CH2:13][OH:14])[C:7]([CH3:8])=[CH:6][C:5]([C:9]([F:12])([F:11])[F:10])=[CH:4][NH:3]1, predict the reaction product. The product is: [CH3:8][C:7]1[C:2]([CH:13]=[O:14])=[N:3][CH:4]=[C:5]([C:9]([F:12])([F:10])[F:11])[CH:6]=1. (9) Given the reactants [CH3:1][C:2]1([CH3:12])[N:7]([O])[C:6]([CH3:10])([CH3:9])[CH2:5][CH:4]([OH:11])[CH2:3]1.[H][H].[CH:15]1([N:21]=[C:22]=[N:23][CH:24]2[CH2:29][CH2:28][CH2:27][CH2:26][CH2:25]2)[CH2:20][CH2:19][CH2:18][CH2:17][CH2:16]1.C1C[O:33]CC1, predict the reaction product. The product is: [CH:24]1([NH:23][C:22](=[N:21][CH:15]2[CH2:16][CH2:17][CH2:18][CH2:19][CH2:20]2)[O:33][N:7]2[C:2]([CH3:12])([CH3:1])[CH2:3][CH:4]([OH:11])[CH2:5][C:6]2([CH3:10])[CH3:9])[CH2:29][CH2:28][CH2:27][CH2:26][CH2:25]1.